From a dataset of Full USPTO retrosynthesis dataset with 1.9M reactions from patents (1976-2016). Predict the reactants needed to synthesize the given product. (1) Given the product [N+:1]([C:4]1[CH:9]=[C:8]([Br:13])[CH:7]=[C:6]([N+:10]([O-:12])=[O:11])[CH:5]=1)([O-:3])=[O:2], predict the reactants needed to synthesize it. The reactants are: [N+:1]([C:4]1[CH:9]=[CH:8][CH:7]=[C:6]([N+:10]([O-:12])=[O:11])[CH:5]=1)([O-:3])=[O:2].[Br:13]N1C(=O)CCC1=O. (2) Given the product [CH:11]1([CH2:14][N:15]2[C:23]3[N:22]=[C:21]([CH2:24][C:25]4[CH:26]=[CH:27][C:28]([N:31]([CH3:32])[C:7](=[O:9])[C:6]5[CH:10]=[C:2]([CH3:1])[CH:3]=[N:4][CH:5]=5)=[CH:29][CH:30]=4)[NH:20][C:19]=3[C:18](=[O:33])[N:17]([CH2:34][C:35]3[CH:40]=[CH:39][CH:38]=[CH:37][C:36]=3[F:41])[C:16]2=[O:42])[CH2:13][CH2:12]1, predict the reactants needed to synthesize it. The reactants are: [CH3:1][C:2]1[CH:3]=[N:4][CH:5]=[C:6]([CH:10]=1)[C:7]([OH:9])=O.[CH:11]1([CH2:14][N:15]2[C:23]3[N:22]=[C:21]([CH2:24][C:25]4[CH:30]=[CH:29][C:28]([NH:31][CH3:32])=[CH:27][CH:26]=4)[NH:20][C:19]=3[C:18](=[O:33])[N:17]([CH2:34][C:35]3[CH:40]=[CH:39][CH:38]=[CH:37][C:36]=3[F:41])[C:16]2=[O:42])[CH2:13][CH2:12]1. (3) Given the product [OH:37][C:34]([CH3:36])([CH3:35])[CH2:33][C:32]1[N:38]=[C:27]([CH:13]2[CH2:14][CH:15]([C:17]3[CH:18]=[CH:19][C:20]([C:23]([F:26])([F:24])[F:25])=[CH:21][CH:22]=3)[CH2:16][N:11]([C:9]([N:6]3[CH2:7][CH2:8][CH:3]([C:1]#[N:2])[CH2:4][CH2:5]3)=[O:10])[CH2:12]2)[O:28][N:31]=1, predict the reactants needed to synthesize it. The reactants are: [C:1]([CH:3]1[CH2:8][CH2:7][N:6]([C:9]([N:11]2[CH2:16][CH:15]([C:17]3[CH:22]=[CH:21][C:20]([C:23]([F:26])([F:25])[F:24])=[CH:19][CH:18]=3)[CH2:14][CH:13]([C:27](O)=[O:28])[CH2:12]2)=[O:10])[CH2:5][CH2:4]1)#[N:2].O[N:31]=[C:32]([NH2:38])[CH2:33][C:34]([OH:37])([CH3:36])[CH3:35]. (4) Given the product [NH2:1][C:2]1[C:11]2[C:6](=[CH:7][CH:8]=[CH:9][C:10]=2[O:12][CH2:13][C@@H:14]([NH:17][C:27](=[O:28])[C:26]2[CH:30]=[CH:31][CH:32]=[CH:33][C:25]=2[OH:24])[CH2:15][CH3:16])[N:5]=[C:4]([CH3:18])[C:3]=1[C:19]([O:21][CH2:22][CH3:23])=[O:20], predict the reactants needed to synthesize it. The reactants are: [NH2:1][C:2]1[C:11]2[C:6](=[CH:7][CH:8]=[CH:9][C:10]=2[O:12][CH2:13][C@@H:14]([NH2:17])[CH2:15][CH3:16])[N:5]=[C:4]([CH3:18])[C:3]=1[C:19]([O:21][CH2:22][CH3:23])=[O:20].[OH:24][C:25]1[CH:33]=[CH:32][CH:31]=[CH:30][C:26]=1[C:27](O)=[O:28]. (5) Given the product [N+:25]([C:22]1[CH:23]=[CH:24][C:19]([NH:18][C:11]2[C:12]3[N:13]([CH:15]=[CH:16][N:17]=3)[N:14]=[C:9]([NH:8][C@H:5]3[CH2:4][CH2:3][C@H:2]([NH:1][C:35](=[O:36])[O:37][C:38]([CH3:41])([CH3:40])[CH3:39])[CH2:7][CH2:6]3)[CH:10]=2)=[CH:20][CH:21]=1)([O-:27])=[O:26], predict the reactants needed to synthesize it. The reactants are: [NH2:1][C@H:2]1[CH2:7][CH2:6][C@H:5]([NH:8][C:9]2[CH:10]=[C:11]([NH:18][C:19]3[CH:24]=[CH:23][C:22]([N+:25]([O-:27])=[O:26])=[CH:21][CH:20]=3)[C:12]3[N:13]([CH:15]=[CH:16][N:17]=3)[N:14]=2)[CH2:4][CH2:3]1.C(N(CC)CC)C.[C:35](O[C:35]([O:37][C:38]([CH3:41])([CH3:40])[CH3:39])=[O:36])([O:37][C:38]([CH3:41])([CH3:40])[CH3:39])=[O:36]. (6) The reactants are: [C:1]1([N:7]2[CH2:12][CH2:11][N:10]([C:13]([O:15][CH2:16][CH2:17][N:18]3[CH2:23][CH2:22][N:21](C(OC(C)(C)C)=O)[CH2:20][CH2:19]3)=[O:14])[CH2:9][CH2:8]2)[CH:6]=[CH:5][CH:4]=[CH:3][CH:2]=1.CCOCC.C(Cl)[Cl:37]. Given the product [ClH:37].[ClH:37].[ClH:37].[C:1]1([N:7]2[CH2:12][CH2:11][N:10]([C:13]([O:15][CH2:16][CH2:17][N:18]3[CH2:23][CH2:22][NH:21][CH2:20][CH2:19]3)=[O:14])[CH2:9][CH2:8]2)[CH:2]=[CH:3][CH:4]=[CH:5][CH:6]=1, predict the reactants needed to synthesize it.